From a dataset of Full USPTO retrosynthesis dataset with 1.9M reactions from patents (1976-2016). Predict the reactants needed to synthesize the given product. Given the product [CH3:20][B-:21]([C:26]#[N:27])([C:24]#[N:25])[C:22]#[N:23].[CH3:6][S+:7]([C:8]1[CH:13]=[CH:12][CH:11]=[CH:10][CH:9]=1)[C:14]1[CH:19]=[CH:18][CH:17]=[CH:16][CH:15]=1, predict the reactants needed to synthesize it. The reactants are: F[B-](F)(F)F.[CH3:6][S+:7]([C:14]1[CH:19]=[CH:18][CH:17]=[CH:16][CH:15]=1)[C:8]1[CH:13]=[CH:12][CH:11]=[CH:10][CH:9]=1.[CH3:20][B-:21]([C:26]#[N:27])([C:24]#[N:25])[C:22]#[N:23].[K+].